From a dataset of Rat liver microsome stability data. Regression/Classification. Given a drug SMILES string, predict its absorption, distribution, metabolism, or excretion properties. Task type varies by dataset: regression for continuous measurements (e.g., permeability, clearance, half-life) or binary classification for categorical outcomes (e.g., BBB penetration, CYP inhibition). Dataset: rlm. The drug is COc1ccccc1CNc1ncc(C(=O)NCCCN2CCCC2=O)c(NC2CCCC2)n1. The result is 1 (stable in rat liver microsomes).